Predict the reactants needed to synthesize the given product. From a dataset of Full USPTO retrosynthesis dataset with 1.9M reactions from patents (1976-2016). (1) Given the product [CH2:19]([C:17]1[S:18][C:9]2[C:8]3[CH:7]=[CH:6][C:5]([O:4][CH2:1][CH2:2][N:36]4[CH:40]=[CH:39][CH:38]=[CH:37]4)=[CH:14][C:13]=3[N:12]=[C:11]([NH2:15])[C:10]=2[N:16]=1)[CH2:20][CH3:21], predict the reactants needed to synthesize it. The reactants are: [C:1]([O:4][C:5]1[CH:6]=[CH:7][C:8]2[C:9]3[S:18][C:17]([CH2:19][CH2:20][CH3:21])=[N:16][C:10]=3[C:11]([NH2:15])=[N:12][C:13]=2[CH:14]=1)(=O)[CH3:2].C(=O)([O-])[O-].[Cs+].[Cs+].CN(C=O)C.BrCC[N:36]1[CH:40]=[CH:39][CH:38]=[CH:37]1. (2) Given the product [C:1]([N:4]1[C:8]([NH:9][C:10](=[O:12])[CH3:11])=[C:7]([I:19])[C:6]([C:13]2[CH:18]=[CH:17][CH:16]=[CH:15][CH:14]=2)=[N:5]1)(=[O:3])[CH3:2], predict the reactants needed to synthesize it. The reactants are: [C:1]([N:4]1[C:8]([NH:9][C:10](=[O:12])[CH3:11])=[CH:7][C:6]([C:13]2[CH:18]=[CH:17][CH:16]=[CH:15][CH:14]=2)=[N:5]1)(=[O:3])[CH3:2].[I:19](O)(=O)=O.II. (3) Given the product [Br:1][C:2]1[CH:3]=[C:4]([CH3:19])[C:5]([C:9]2[C:10](=[O:18])[CH:11]3[CH2:17][CH:14]([C:15]=2[O:16][CH3:20])[CH2:13][CH2:12]3)=[C:6]([CH3:8])[CH:7]=1, predict the reactants needed to synthesize it. The reactants are: [Br:1][C:2]1[CH:7]=[C:6]([CH3:8])[C:5]([CH:9]2[C:15](=[O:16])[CH:14]3[CH2:17][CH:11]([CH2:12][CH2:13]3)[C:10]2=[O:18])=[C:4]([CH3:19])[CH:3]=1.[C:20](=O)([O-])[O-].[K+].[K+].IC. (4) Given the product [Cl:13][C:14]([O:6][CH:1]1[CH2:5][CH2:4][CH2:3][CH2:2]1)=[O:16], predict the reactants needed to synthesize it. The reactants are: [CH:1]1([OH:6])[CH2:5][CH2:4][CH2:3][CH2:2]1.N1C=CC=CC=1.[Cl:13][C:14](Cl)([O:16]C(=O)OC(Cl)(Cl)Cl)Cl. (5) The reactants are: ClC1C=CC(NC(NC2C=CC=C(C3C=CC=C(N4CCCC4)N=3)C=2)=O)=C(C#CCCO)C=1.O.C1(C)C=CC(S(O)(=O)=O)=CC=1.[Cl:46][C:47]1[CH:52]=[CH:51][C:50]([NH:53][C:54]([NH:56][C:57]2[CH:62]=[CH:61][CH:60]=[C:59]([C:63]3[CH:68]=[CH:67][CH:66]=[C:65]([N:69]4[CH2:73][CH2:72][CH2:71][CH2:70]4)[N:64]=3)[CH:58]=2)=[O:55])=[CH:49][C:48]=1[C:74]#[C:75][CH2:76][CH2:77][O:78]C1CCCCO1. Given the product [Cl:46][C:47]1[CH:52]=[CH:51][C:50]([NH:53][C:54]([NH:56][C:57]2[CH:62]=[CH:61][CH:60]=[C:59]([C:63]3[CH:68]=[CH:67][CH:66]=[C:65]([N:69]4[CH2:70][CH2:71][CH2:72][CH2:73]4)[N:64]=3)[CH:58]=2)=[O:55])=[CH:49][C:48]=1[C:74]#[C:75][CH2:76][CH2:77][OH:78], predict the reactants needed to synthesize it. (6) Given the product [C:17]([O:16][C:14]([N:11]1[CH2:12][CH2:13][N:8]([C:4]2[CH:3]=[C:2]([CH:7]=[CH:6][CH:5]=2)[O:1][CH:40]2[CH2:41][N:38]([C:31]3[N:30]=[CH:29][C:28]([Cl:27])=[CH:37][C:32]=3[C:33]([OH:35])=[O:34])[CH2:39]2)[CH2:9][CH2:10]1)=[O:15])([CH3:20])([CH3:19])[CH3:18], predict the reactants needed to synthesize it. The reactants are: [OH:1][C:2]1[CH:3]=[C:4]([N:8]2[CH2:13][CH2:12][N:11]([C:14]([O:16][C:17]([CH3:20])([CH3:19])[CH3:18])=[O:15])[CH2:10][CH2:9]2)[CH:5]=[CH:6][CH:7]=1.C(=O)([O-])[O-].[K+].[K+].[Cl:27][C:28]1[CH:29]=[N:30][C:31]([N:38]2[CH2:41][CH:40](OS(C)(=O)=O)[CH2:39]2)=[C:32]([CH:37]=1)[C:33]([O:35]C)=[O:34].[OH-].[Na+].